From a dataset of Catalyst prediction with 721,799 reactions and 888 catalyst types from USPTO. Predict which catalyst facilitates the given reaction. (1) Product: [Cl:1][C:2]1[N:3]=[C:4]([NH:21][CH3:20])[C:5]2[CH2:10][CH2:9][CH:8]([C:11]3[CH:16]=[CH:15][C:14]([Cl:17])=[CH:13][CH:12]=3)[C:6]=2[N:7]=1. Reactant: [Cl:1][C:2]1[N:3]=[C:4](Cl)[C:5]2[CH2:10][CH2:9][CH:8]([C:11]3[CH:16]=[CH:15][C:14]([Cl:17])=[CH:13][CH:12]=3)[C:6]=2[N:7]=1.C[CH2:20][N:21](C(C)C)C(C)C. The catalyst class is: 5. (2) Reactant: [CH2:1]([S:15][CH2:16][CH2:17][OH:18])[CH2:2][CH2:3][CH2:4][CH2:5][CH2:6][CH2:7][CH2:8][CH2:9][CH2:10][CH2:11][CH2:12][CH2:13][CH3:14].N1C=CC=CC=1.[C:25](Cl)(=[O:27])[CH3:26].[NH4+].[Cl-]. Product: [CH2:1]([S:15][CH2:16][CH2:17][O:18][C:25](=[O:27])[CH3:26])[CH2:2][CH2:3][CH2:4][CH2:5][CH2:6][CH2:7][CH2:8][CH2:9][CH2:10][CH2:11][CH2:12][CH2:13][CH3:14]. The catalyst class is: 165. (3) Reactant: CC([N:5]([C:9]([CH3:32])([CH3:31])[C:10]([NH:12][C:13]1[CH:14]=[N:15][C:16]([O:19][C:20]2[C:25]3[C:26]([CH3:30])([CH3:29])[CH2:27][O:28][C:24]=3[CH:23]=[CH:22][CH:21]=2)=[N:17][CH:18]=1)=[O:11])C(=O)[O-])(C)C.C(O)(C(F)(F)F)=O. Product: [CH3:29][C:26]1([CH3:30])[C:25]2[C:20]([O:19][C:16]3[N:17]=[CH:18][C:13]([NH:12][C:10](=[O:11])[C:9]([CH3:32])([CH3:31])[NH2:5])=[CH:14][N:15]=3)=[CH:21][CH:22]=[CH:23][C:24]=2[O:28][CH2:27]1. The catalyst class is: 4. (4) Reactant: Cl[C:2]1[C:8]2[CH:9]=[CH:10][CH:11]=[CH:12][C:7]=2[O:6][C:5]2[CH:13]=[CH:14][CH:15]=[CH:16][C:4]=2[N:3]=1. Product: [CH2:16]([C:2]1[C:8]2[CH:9]=[CH:10][CH:11]=[CH:12][C:7]=2[O:6][C:5]2[CH:13]=[CH:14][CH:15]=[CH:16][C:4]=2[N:3]=1)[CH2:4][CH2:5][CH3:13]. The catalyst class is: 45. (5) Reactant: [NH2:1][C:2]1[CH:3]=[C:4]([N:8]([CH3:24])[C:9]2[N:14]=[C:13]3[S:15][C:16]([NH:18][C:19]([CH:21]4[CH2:23][CH2:22]4)=[O:20])=[N:17][C:12]3=[CH:11][CH:10]=2)[CH:5]=[CH:6][CH:7]=1.[N:25]([C:28]1[CH:33]=[CH:32][C:31]([C:34]([F:37])([F:36])[F:35])=[CH:30][CH:29]=1)=[C:26]=[O:27].C(=O)([O-])O.[Na+]. Product: [CH3:24][N:8]([C:4]1[CH:5]=[CH:6][CH:7]=[C:2]([NH:1][C:26](=[O:27])[NH:25][C:28]2[CH:33]=[CH:32][C:31]([C:34]([F:35])([F:37])[F:36])=[CH:30][CH:29]=2)[CH:3]=1)[C:9]1[N:14]=[C:13]2[S:15][C:16]([NH:18][C:19]([CH:21]3[CH2:22][CH2:23]3)=[O:20])=[N:17][C:12]2=[CH:11][CH:10]=1. The catalyst class is: 9. (6) Reactant: [C:1]([C:3]1[C:8]([O:9][CH3:10])=[CH:7][C:6]([C:11]2[CH:16]=[CH:15][C:14]([N:17]([CH3:40])[CH2:18][CH2:19][N:20]([C:22]3[CH:23]=[CH:24][C:25]([C:28]4[CH:33]=[C:32]([O:34][CH3:35])[C:31]([C:36]#[N:37])=[C:30]([O:38][CH3:39])[CH:29]=4)=[N:26][CH:27]=3)[CH3:21])=[CH:13][N:12]=2)=[CH:5][C:4]=1[O:41][CH3:42])#[N:2].[CH3:43][S:44]([OH:47])(=[O:46])=[O:45]. Product: [CH3:43][S:44]([OH:47])(=[O:46])=[O:45].[CH3:43][S:44]([OH:47])(=[O:46])=[O:45].[C:36]([C:31]1[C:32]([O:34][CH3:35])=[CH:33][C:28]([C:25]2[CH:24]=[CH:23][C:22]([N:20]([CH3:21])[CH2:19][CH2:18][N:17]([C:14]3[CH:15]=[CH:16][C:11]([C:6]4[CH:5]=[C:4]([O:41][CH3:42])[C:3]([C:1]#[N:2])=[C:8]([O:9][CH3:10])[CH:7]=4)=[N:12][CH:13]=3)[CH3:40])=[CH:27][N:26]=2)=[CH:29][C:30]=1[O:38][CH3:39])#[N:37]. The catalyst class is: 5.